From a dataset of Full USPTO retrosynthesis dataset with 1.9M reactions from patents (1976-2016). Predict the reactants needed to synthesize the given product. (1) Given the product [CH3:9][C:3]1[CH:4]=[CH:5][C:6]([CH3:8])=[CH:7][C:2]=1[NH:15][C:14]1[CH:16]=[CH:17][CH:18]=[C:12]([C:11]([F:10])([F:19])[F:20])[CH:13]=1, predict the reactants needed to synthesize it. The reactants are: Cl[C:2]1[CH:7]=[C:6]([CH3:8])[CH:5]=[CH:4][C:3]=1[CH3:9].[F:10][C:11]([F:20])([F:19])[C:12]1[CH:13]=[C:14]([CH:16]=[CH:17][CH:18]=1)[NH2:15].CC([O-])(C)C.[Na+].O(CCCC)CCCC. (2) Given the product [Br:1][CH2:2][C@@H:3]([C:5]1[C:14]2[C:9](=[CH:10][CH:11]=[C:12]([O:15][CH3:16])[N:13]=2)[N:8]=[CH:7][CH:6]=1)[OH:4], predict the reactants needed to synthesize it. The reactants are: [Br:1][CH2:2][C:3]([C:5]1[C:14]2[C:9](=[CH:10][CH:11]=[C:12]([O:15][CH3:16])[N:13]=2)[N:8]=[CH:7][CH:6]=1)=[O:4].B(Cl)([C@@H]1[C@@H](C)[C@H]2C(C)(C)[C@@H](C2)C1)[C@@H]1[C@@H](C)[C@@H]2C(C)(C)[C@@H](C2)C1.N(CCO)CCO. (3) Given the product [CH2:32]([O:31][CH2:30][CH2:29][O:28][C:25]1[CH:24]=[CH:23][C:22]([C:19]2[CH:18]=[CH:17][C:16]([C:13]3[S:12][C:11]([C:9]4[N:10]=[CH:2][C:3]([C:4]([O:6][N:34]5[C:38]6[CH:39]=[CH:40][CH:41]=[CH:42][C:37]=6[N:36]=[N:35]5)=[O:5])=[CH:7][CH:8]=4)=[N:15][N:14]=3)=[CH:21][CH:20]=2)=[CH:27][CH:26]=1)[CH3:33], predict the reactants needed to synthesize it. The reactants are: C[C:2]1[N:10]=[C:9]([C:11]2[S:12][C:13]([C:16]3[CH:21]=[CH:20][C:19]([C:22]4[CH:27]=[CH:26][C:25]([O:28][CH2:29][CH2:30][O:31][CH2:32][CH3:33])=[CH:24][CH:23]=4)=[CH:18][CH:17]=3)=[N:14][N:15]=2)[CH:8]=[CH:7][C:3]=1[C:4]([OH:6])=[O:5].[N:34]1(O)[C:38]2[CH:39]=[CH:40][CH:41]=[CH:42][C:37]=2[N:36]=[N:35]1.Cl.CN(C)CCCN=C=NCC. (4) Given the product [O:30]1[C:29]2[CH:33]=[CH:34][C:26]([CH2:25][NH:7][CH2:8][CH2:9][NH:10][CH:11]([C:13]3[CH:18]=[C:17]([CH3:19])[N:16]=[C:15]([N:20]4[CH:24]=[CH:23][N:22]=[CH:21]4)[N:14]=3)[CH3:12])=[CH:27][C:28]=2[O:32][CH2:31]1, predict the reactants needed to synthesize it. The reactants are: C(OC(=O)[N:7]([CH2:25][C:26]1[CH:34]=[CH:33][C:29]2[O:30][CH2:31][O:32][C:28]=2[CH:27]=1)[CH2:8][CH2:9][NH:10][CH:11]([C:13]1[CH:18]=[C:17]([CH3:19])[N:16]=[C:15]([N:20]2[CH:24]=[CH:23][N:22]=[CH:21]2)[N:14]=1)[CH3:12])(C)(C)C. (5) Given the product [N:31]1[CH:32]=[CH:33][CH:34]=[CH:35][C:30]=1[NH:28][NH:29][C:25]([C:7]1[CH:6]=[CH:5][C:4]2[C:3]3([CH2:1][CH3:2])[CH:12]([CH2:13][C:14]([OH:24])([C:19]4[S:20][CH:21]=[CH:22][N:23]=4)[C:15]([OH:18])([CH3:17])[CH2:16]3)[CH2:11][CH2:10][C:9]=2[CH:8]=1)=[O:26], predict the reactants needed to synthesize it. The reactants are: [CH2:1]([C:3]12[CH2:16][C:15]([OH:18])([CH3:17])[C:14]([OH:24])([C:19]3[S:20][CH:21]=[CH:22][N:23]=3)[CH2:13][CH:12]1[CH2:11][CH2:10][C:9]1[CH:8]=[C:7]([C:25](O)=[O:26])[CH:6]=[CH:5][C:4]2=1)[CH3:2].[NH:28]([C:30]1[CH:35]=[CH:34][CH:33]=[CH:32][N:31]=1)[NH2:29].C(Cl)CCl.ON1C2C=CC=CC=2N=N1.